From a dataset of Experimentally validated miRNA-target interactions with 360,000+ pairs, plus equal number of negative samples. Binary Classification. Given a miRNA mature sequence and a target amino acid sequence, predict their likelihood of interaction. (1) The miRNA is hsa-miR-199b-3p with sequence ACAGUAGUCUGCACAUUGGUUA. The protein sequence of the target gene is MPTPRGCSGPCHFLAPAFVLLLLPALSGSGAVPSMVVREVQESKSPKPGPHTLSPLPPGPTAAQPRGQAQSDAAGLPGAESRNDSIPGAGSEADGLEGKAGEGSQGGSLAVSPSPGDKPMTQRALTVLVVVSAAVLVYFVVRTVRMRRRNRKTRRYGVLDTNIENMELTPLEQDDEDDDNTLFDANHPRR. Result: 0 (no interaction). (2) The miRNA is ath-miR160b with sequence UGCCUGGCUCCCUGUAUGCCA. The protein sequence of the target gene is MEKPAGRKKKTPTPREEADVQKSALREEKVSGDRKPPERPTVPRKPRTEPCLSPEDEEHVFDAFDASFKDDFEGVPVFIPFQRKKPYECSECGRIFKHKTDHIRHQRVHTGEKPFKCAQCGKAFRHSSDVTKHQRTHTGEKPFKCGECGKAFNCGSNLLKHQKTHTGEKPYECTHCGKAFAYSSCLIRHQKRHPRKKP. Result: 0 (no interaction). (3) The miRNA is mmu-miR-1946b with sequence GCCGGGCAGUGGUGGCACAUGCUUUU. The protein sequence of the target gene is MMQESGTETKSNGSAIQNGASGGNHLLECSLREVRSNGETPSVEIGAADLTHLQQQQALQVARQLLLQQQQQQQQQQQQQQQQQVSGLKSPKRNDKQPALQVPVSVAMMTPQVITPQQMQQILQQQVLTPQQLQVLLQQQQALMLQQQQLQEFYKKQQEQLQLQLLQQQHAGKQPKEPQQQQVATQQLAFQQQLLQMQQLQQQHLLTLQRQGLLTIQPGQPTLPLQPLAQGMIPTELQQLWKEVTSSHTAEEAASNNHSSLDLSTTCVSSSAPSKTSLIINPHASTNGQLSVHTPKRESL.... Result: 0 (no interaction).